From a dataset of Reaction yield outcomes from USPTO patents with 853,638 reactions. Predict the reaction yield, written as a fraction of the theoretical maximum amount of product (1.0 means a 100% yield; for example, 0.34 means a 34% yield). (1) The reactants are C(OC(=O)[NH:10][C:11]1[CH:16]=[CH:15][C:14]([C:17]2[CH2:22][CH2:21][CH:20]([O:23][Si:24]([C:27]([CH3:30])([CH3:29])[CH3:28])([CH3:26])[CH3:25])[CH2:19][CH:18]=2)=[CH:13][C:12]=1[F:31])C1C=CC=CC=1.C(Cl)Cl. The catalyst is CO. The product is [C:27]([Si:24]([CH3:26])([CH3:25])[O:23][CH:20]1[CH2:21][CH2:22][CH:17]([C:14]2[CH:15]=[CH:16][C:11]([NH2:10])=[C:12]([F:31])[CH:13]=2)[CH2:18][CH2:19]1)([CH3:30])([CH3:29])[CH3:28]. The yield is 1.00. (2) The reactants are [CH3:1][O:2][CH2:3][O:4][C:5]1[CH:6]=[CH:7][C:8]([CH2:12][C:13]([CH3:16])([CH3:15])[CH3:14])=[N+:9]([O-])[CH:10]=1.C(Cl)(=O)C1C=CC=CC=1.C[Si]([C:30]#[N:31])(C)C. The catalyst is C(Cl)Cl. The product is [CH3:1][O:2][CH2:3][O:4][C:5]1[C:10]([C:30]#[N:31])=[N:9][C:8]([CH2:12][C:13]([CH3:16])([CH3:15])[CH3:14])=[CH:7][CH:6]=1. The yield is 0.740.